The task is: Predict which catalyst facilitates the given reaction.. This data is from Catalyst prediction with 721,799 reactions and 888 catalyst types from USPTO. (1) The catalyst class is: 5. Reactant: Cl[C:2]1[C:11]2[N:12]=[C:13]([NH:20][CH2:21][CH3:22])[N:14]([CH2:15][C:16]([CH3:19])([OH:18])[CH3:17])[C:10]=2[C:9]2[CH:8]=[CH:7][CH:6]=[CH:5][C:4]=2[N:3]=1.[NH3:23]. Product: [NH2:23][C:2]1[C:11]2[N:12]=[C:13]([NH:20][CH2:21][CH3:22])[N:14]([CH2:15][C:16]([CH3:19])([OH:18])[CH3:17])[C:10]=2[C:9]2[CH:8]=[CH:7][CH:6]=[CH:5][C:4]=2[N:3]=1. (2) Reactant: [C:1](OC)(OC)(OC)[CH2:2][CH2:3][CH2:4][CH3:5].Cl.N1C=CC=CC=1.[NH2:19][C:20]1[CH:21]=[N:22][C:23]2[C:28]([C:29]=1[NH:30][CH2:31][C:32]([CH3:35])([OH:34])[CH3:33])=[CH:27][CH:26]=[CH:25][CH:24]=2. Product: [CH2:2]([C:1]1[N:30]([CH2:31][C:32]([CH3:35])([OH:34])[CH3:33])[C:29]2[C:28]3[CH:27]=[CH:26][CH:25]=[CH:24][C:23]=3[N:22]=[CH:21][C:20]=2[N:19]=1)[CH2:3][CH2:4][CH3:5]. The catalyst class is: 10. (3) Reactant: C([C:8]1[C:16]([O:17][CH3:18])=[CH:15][C:11]([C:12]([OH:14])=[O:13])=[C:10]([N+:19]([O-])=O)[CH:9]=1)C1C=CC=CC=1.C[OH:23]. Product: [NH2:19][C:10]1[CH:9]=[C:8]([OH:23])[C:16]([O:17][CH3:18])=[CH:15][C:11]=1[C:12]([OH:14])=[O:13]. The catalyst class is: 45.